The task is: Regression. Given a peptide amino acid sequence and an MHC pseudo amino acid sequence, predict their binding affinity value. This is MHC class I binding data.. This data is from Peptide-MHC class I binding affinity with 185,985 pairs from IEDB/IMGT. (1) The peptide sequence is PACVYGLA. The MHC is HLA-A02:02 with pseudo-sequence HLA-A02:02. The binding affinity (normalized) is 0. (2) The peptide sequence is RQGLERALL. The MHC is HLA-A23:01 with pseudo-sequence HLA-A23:01. The binding affinity (normalized) is 0. (3) The peptide sequence is KRWAFRTGV. The MHC is HLA-A26:03 with pseudo-sequence HLA-A26:03. The binding affinity (normalized) is 0.0847. (4) The peptide sequence is EVEDYGFGVF. The MHC is HLA-A23:01 with pseudo-sequence HLA-A23:01. The binding affinity (normalized) is 0.362. (5) The peptide sequence is GEFPNKNYL. The MHC is Mamu-A11 with pseudo-sequence Mamu-A11. The binding affinity (normalized) is 0.573. (6) The peptide sequence is GQFNRYAAM. The MHC is HLA-B39:01 with pseudo-sequence HLA-B39:01. The binding affinity (normalized) is 0.594. (7) The MHC is HLA-A33:01 with pseudo-sequence HLA-A33:01. The binding affinity (normalized) is 0.528. The peptide sequence is VFFTASLFLH. (8) The peptide sequence is FIYGYLEPV. The MHC is HLA-A02:19 with pseudo-sequence HLA-A02:19. The binding affinity (normalized) is 0.936. (9) The peptide sequence is AVRQKSRWI. The MHC is HLA-A31:01 with pseudo-sequence HLA-A31:01. The binding affinity (normalized) is 0.0847. (10) The peptide sequence is VPLRPMTY. The MHC is HLA-B44:02 with pseudo-sequence HLA-B44:02. The binding affinity (normalized) is 0.00218.